The task is: Predict the product of the given reaction.. This data is from Forward reaction prediction with 1.9M reactions from USPTO patents (1976-2016). (1) Given the reactants [NH2:1][C:2]1[CH:9]=[CH:8][C:7]([F:10])=[CH:6][C:3]=1[C:4]#[N:5].[S:11](Cl)(=[O:14])(=[O:13])[NH2:12], predict the reaction product. The product is: [C:4]([C:3]1[CH:6]=[C:7]([F:10])[CH:8]=[CH:9][C:2]=1[NH:1][S:11]([NH2:12])(=[O:14])=[O:13])#[N:5]. (2) Given the reactants [Cl:1][C:2]1[CH:7]=[C:6]([O:8]C)[CH:5]=[CH:4][C:3]=1[CH:10]([CH3:30])[C:11]([C:17]1[C:18]([F:29])=[CH:19][C:20]2[O:25][CH2:24][C:23](=[O:26])[N:22]([CH3:27])[C:21]=2[CH:28]=1)([OH:16])[C:12]([F:15])([F:14])[F:13].B(Br)(Br)Br, predict the reaction product. The product is: [Cl:1][C:2]1[CH:7]=[C:6]([OH:8])[CH:5]=[CH:4][C:3]=1[CH:10]([CH3:30])[C:11]([C:17]1[C:18]([F:29])=[CH:19][C:20]2[O:25][CH2:24][C:23](=[O:26])[N:22]([CH3:27])[C:21]=2[CH:28]=1)([OH:16])[C:12]([F:13])([F:14])[F:15]. (3) Given the reactants C(OC(=O)NC(C(=O)[NH:17][CH:18]([C:29]1[S:30][CH:31]=[C:32]([CH2:34][CH3:35])[N:33]=1)[CH2:19][C:20]1[CH:25]=[CH:24][C:23]([N+:26]([O-:28])=[O:27])=[CH:22][CH:21]=1)CC1C=CC=CC=1)(C)(C)C.Br.C(C1N=C([C@@H](N)CC2C=CC([N+]([O-])=O)=CC=2)SC=1)C.ON1C2C=CC=CC=2N=N1.CN(C)CCCN=C=NCC.C(NC(C)C)(C)C, predict the reaction product. The product is: [CH2:34]([C:32]1[N:33]=[C:29]([C@@H:18]([NH2:17])[CH2:19][C:20]2[CH:25]=[CH:24][C:23]([N+:26]([O-:28])=[O:27])=[CH:22][CH:21]=2)[S:30][CH:31]=1)[CH3:35]. (4) Given the reactants [C:1]([O:5][C:6]([NH:8][CH2:9][C:10]1[CH:11]=[C:12]([C:17]2[S:18][C:19]([CH:39]=[CH2:40])=[C:20]([C:22]([NH:24][C:25]3[CH:30]=[CH:29][CH:28]=[CH:27][C:26]=3[CH2:31][C:32]([O:34][C:35]([CH3:38])([CH3:37])[CH3:36])=[O:33])=[O:23])[N:21]=2)[CH:13]=[C:14]([F:16])[CH:15]=1)=[O:7])([CH3:4])([CH3:3])[CH3:2], predict the reaction product. The product is: [C:1]([O:5][C:6]([NH:8][CH2:9][C:10]1[CH:11]=[C:12]([C:17]2[S:18][C:19]([CH2:39][CH3:40])=[C:20]([C:22]([NH:24][C:25]3[CH:30]=[CH:29][CH:28]=[CH:27][C:26]=3[CH2:31][C:32]([O:34][C:35]([CH3:38])([CH3:37])[CH3:36])=[O:33])=[O:23])[N:21]=2)[CH:13]=[C:14]([F:16])[CH:15]=1)=[O:7])([CH3:4])([CH3:3])[CH3:2]. (5) Given the reactants [Cl:1][C:2]1[CH:3]=[C:4]([N:10]2[CH:18]([CH:19]3[CH2:23][CH2:22][CH2:21][CH2:20]3)[CH:17]3[C:12]([C:13]4[CH:27]=[CH:26][C:25]([C:28]([OH:30])=[O:29])=[CH:24][C:14]=4[CH2:15][CH2:16]3)=[N:11]2)[CH:5]=[CH:6][C:7]=1[C:8]#[N:9].[CH3:31][C@@H:32](O)[CH2:33][CH3:34], predict the reaction product. The product is: [Cl:1][C:2]1[CH:3]=[C:4]([N:10]2[CH:18]([CH:19]3[CH2:20][CH2:21][CH2:22][CH2:23]3)[CH:17]3[C:12]([C:13]4[CH:27]=[CH:26][C:25]([C:28]([O:30][C@@H:32]([CH2:33][CH3:34])[CH3:31])=[O:29])=[CH:24][C:14]=4[CH2:15][CH2:16]3)=[N:11]2)[CH:5]=[CH:6][C:7]=1[C:8]#[N:9]. (6) Given the reactants [Cl:1][C:2]1[CH:19]=[CH:18][CH:17]=[CH:16][C:3]=1[C:4]([NH:6][C:7]1[NH:11][N:10]=[C:9]([C:12]([O:14]C)=[O:13])[CH:8]=1)=[O:5].O[Li].O.O.Cl, predict the reaction product. The product is: [Cl:1][C:2]1[CH:19]=[CH:18][CH:17]=[CH:16][C:3]=1[C:4]([NH:6][C:7]1[NH:11][N:10]=[C:9]([C:12]([OH:14])=[O:13])[CH:8]=1)=[O:5]. (7) Given the reactants [O:1]1[CH2:5][CH2:4][CH2:3][CH:2]1[CH2:6][O:7][C:8]1[CH:13]=[CH:12][CH:11]=[CH:10][C:9]=1[C:14]1[N:19]=[CH:18][NH:17][C:16](=O)[CH:15]=1.CN(C=O)C.C(Cl)(=O)C([Cl:29])=O, predict the reaction product. The product is: [Cl:29][C:16]1[CH:15]=[C:14]([C:9]2[CH:10]=[CH:11][CH:12]=[CH:13][C:8]=2[O:7][CH2:6][CH:2]2[CH2:3][CH2:4][CH2:5][O:1]2)[N:19]=[CH:18][N:17]=1. (8) Given the reactants Cl[C:2]([O:4][CH:5]([CH3:7])[CH3:6])=[O:3].Cl.Cl.Cl.[F:11][C:12]1[CH:36]=[CH:35][CH:34]=[CH:33][C:13]=1[CH2:14][C:15]1[N:19]2[N:20]=[CH:21][CH:22]=[CH:23][C:18]2=[C:17]([C:24]2[N:29]=[C:28]([NH2:30])[C:27]([NH2:31])=[C:26]([NH2:32])[N:25]=2)[N:16]=1, predict the reaction product. The product is: [CH:2]([OH:4])=[O:3].[NH2:32][C:26]1[C:27]([NH:31][C:2](=[O:3])[O:4][CH:5]([CH3:7])[CH3:6])=[C:28]([NH2:30])[N:29]=[C:24]([C:17]2[N:16]=[C:15]([CH2:14][C:13]3[CH:33]=[CH:34][CH:35]=[CH:36][C:12]=3[F:11])[N:19]3[C:18]=2[CH:23]=[CH:22][CH:21]=[N:20]3)[N:25]=1.